This data is from Catalyst prediction with 721,799 reactions and 888 catalyst types from USPTO. The task is: Predict which catalyst facilitates the given reaction. (1) Reactant: [F:1][CH:2]([F:19])[O:3][C:4]1[CH:9]=[CH:8][C:7](B2OC(C)(C)C(C)(C)O2)=[CH:6][CH:5]=1.[Cl:20][C:21]1[CH:26]=[C:25](I)[C:24]([F:28])=[CH:23][N:22]=1.C(=O)([O-])[O-].[K+].[K+]. Product: [Cl:20][C:21]1[CH:26]=[C:25]([C:7]2[CH:6]=[CH:5][C:4]([O:3][CH:2]([F:1])[F:19])=[CH:9][CH:8]=2)[C:24]([F:28])=[CH:23][N:22]=1. The catalyst class is: 117. (2) Reactant: [H-].[H-].[H-].[H-].[Li+].[Al+3].[OH:7][CH2:8][C:9]1[CH:14]=[CH:13][CH:12]=[CH:11][C:10]=1[C:15]1[CH:24]=[CH:23][C:22]2[C:17](=[CH:18][CH:19]=[C:20]([O:25][CH3:26])[CH:21]=2)[C:16]=1[C:27]([C:29]1[CH:34]=[CH:33][C:32]([O:35][CH2:36][CH2:37][N:38]2[CH2:43][CH2:42][CH2:41][CH2:40][CH2:39]2)=[CH:31][CH:30]=1)=[O:28]. Product: [OH:7][CH2:8][C:9]1[CH:14]=[CH:13][CH:12]=[CH:11][C:10]=1[C:15]1[CH:24]=[CH:23][C:22]2[C:17](=[CH:18][CH:19]=[C:20]([O:25][CH3:26])[CH:21]=2)[C:16]=1[CH:27]([C:29]1[CH:34]=[CH:33][C:32]([O:35][CH2:36][CH2:37][N:38]2[CH2:43][CH2:42][CH2:41][CH2:40][CH2:39]2)=[CH:31][CH:30]=1)[OH:28]. The catalyst class is: 76. (3) Reactant: C([N-]C(C)C)(C)C.[Li+].[C:9]1([C:18]2[C:13](=[CH:14][CH:15]=[CH:16][CH:17]=2)[CH2:12][O:11]1)=[O:10].[CH:19](=[O:21])[CH3:20]. Product: [OH:21][CH:19]([CH:12]1[C:13]2[CH:14]=[CH:15][CH:16]=[CH:17][C:18]=2[C:9](=[O:10])[O:11]1)[CH3:20]. The catalyst class is: 7.